The task is: Predict which catalyst facilitates the given reaction.. This data is from Catalyst prediction with 721,799 reactions and 888 catalyst types from USPTO. (1) Reactant: [Cl:1][C:2]1[CH:7]=[CH:6][C:5]([S:8](Cl)(=[O:10])=[O:9])=[CH:4][CH:3]=1.[Cl:12][C:13]1[CH:25]=[N:24][C:16]2[NH:17][C:18]3[CH2:23][CH2:22][NH:21][CH2:20][C:19]=3[C:15]=2[CH:14]=1.O. Product: [Cl:12][C:13]1[CH:25]=[N:24][C:16]2[NH:17][C:18]3[CH2:23][CH2:22][N:21]([S:8]([C:5]4[CH:6]=[CH:7][C:2]([Cl:1])=[CH:3][CH:4]=4)(=[O:10])=[O:9])[CH2:20][C:19]=3[C:15]=2[CH:14]=1. The catalyst class is: 17. (2) Reactant: [NH:1]1[C:10]2[NH:9][C:8](=[O:11])[CH:7]=[CH:6][C:5]=2[CH:4]=[CH:3][C:2]1=[O:12].[H-].[Na+].[CH2:15](Br)[CH:16]=[CH2:17].[CH2:19](I)[CH:20]=[CH2:21]. Product: [CH2:15]([N:1]1[C:10]2[C:5](=[CH:6][CH:7]=[C:8]([O:11][CH2:21][CH:20]=[CH2:19])[N:9]=2)[CH:4]=[CH:3][C:2]1=[O:12])[CH:16]=[CH2:17]. The catalyst class is: 3. (3) Reactant: [Br:1][C:2]1[CH2:6][CH:5]([C:7]([O:9]CC)=O)[O:4][N:3]=1.[NH3:12]. Product: [Br:1][C:2]1[CH2:6][CH:5]([C:7]([NH2:12])=[O:9])[O:4][N:3]=1. The catalyst class is: 5. (4) Reactant: [Br:1][C:2]1[CH:3]=[C:4]2[C:8](=[CH:9][CH:10]=1)[C:7](=O)[NH:6][C:5]2=O. Product: [Br:1][C:2]1[CH:3]=[C:4]2[C:8](=[CH:9][CH:10]=1)[CH2:7][NH:6][CH2:5]2. The catalyst class is: 1. (5) Reactant: [CH3:1][CH2:2][O:3][C:4]([C:6]1[CH:11]=[CH:10][C:9](Cl)=[N:8][CH:7]=1)=[O:5].[F:13][C:14]([F:24])([F:23])[O:15][C:16]1[CH:21]=[CH:20][C:19]([OH:22])=[CH:18][CH:17]=1.C(=O)([O-])[O-].[K+].[K+].CN(C)C=O. Product: [CH2:2]([O:3][C:4](=[O:5])[C:6]1[CH:11]=[CH:10][C:9]([O:22][C:19]2[CH:20]=[CH:21][C:16]([O:15][C:14]([F:13])([F:23])[F:24])=[CH:17][CH:18]=2)=[N:8][CH:7]=1)[CH3:1]. The catalyst class is: 6. (6) Reactant: [N:1]1[CH:2]=[N:3][N:4]2[CH:9]=[CH:8][C:7]([O:10][C:11]3[CH:16]=[CH:15][C:14]([NH:17][C:18]4[C:27]5[C:22](=[CH:23][CH:24]=[C:25]([NH:28][C:29]([NH:31][C:32]([CH3:36])([CH3:35])[CH2:33][OH:34])=S)[CH:26]=5)[N:21]=[CH:20][N:19]=4)=[CH:13][C:12]=3[CH3:37])=[CH:6][C:5]=12.[OH-].[Na+].C1(C)C=CC(S(Cl)(=O)=O)=CC=1.O. Product: [N:1]1[CH:2]=[N:3][N:4]2[CH:9]=[CH:8][C:7]([O:10][C:11]3[CH:16]=[CH:15][C:14]([NH:17][C:18]4[C:27]5[C:22](=[CH:23][CH:24]=[C:25]([NH:28][C:29]6[O:34][CH2:33][C:32]([CH3:36])([CH3:35])[N:31]=6)[CH:26]=5)[N:21]=[CH:20][N:19]=4)=[CH:13][C:12]=3[CH3:37])=[CH:6][C:5]=12. The catalyst class is: 7. (7) Reactant: Cl[C:2]1[C:11]2=[N:12][N:13](CC3C=CC(OC)=CC=3)[CH:14]=[C:10]2[C:9]2[C:4](=[CH:5][CH:6]=[CH:7][N:8]=2)[N:3]=1.[CH3:24][O:25][C:26]1[CH:27]=[C:28]([CH:30]=[CH:31][C:32]=1[O:33][CH3:34])[NH2:29].Cl. Product: [CH3:24][O:25][C:26]1[CH:27]=[C:28]([NH:29][C:2]2[C:11]3[C:10](=[CH:14][NH:13][N:12]=3)[C:9]3[C:4]([N:3]=2)=[CH:5][CH:6]=[CH:7][N:8]=3)[CH:30]=[CH:31][C:32]=1[O:33][CH3:34]. The catalyst class is: 71.